This data is from Full USPTO retrosynthesis dataset with 1.9M reactions from patents (1976-2016). The task is: Predict the reactants needed to synthesize the given product. Given the product [Cl:18][C:14]1[CH:13]=[C:12]([CH2:11][C:10]([C:8]2[CH:9]=[C:5]([C:3]([N:22]3[CH2:27][CH2:26][O:25][CH2:24][CH2:23]3)=[O:4])[NH:6][CH:7]=2)=[O:19])[CH:17]=[CH:16][CH:15]=1, predict the reactants needed to synthesize it. The reactants are: ClC(Cl)(Cl)[C:3]([C:5]1[NH:6][CH:7]=[C:8]([C:10](=[O:19])[CH2:11][C:12]2[CH:17]=[CH:16][CH:15]=[C:14]([Cl:18])[CH:13]=2)[CH:9]=1)=[O:4].[NH:22]1[CH2:27][CH2:26][O:25][CH2:24][CH2:23]1.